From a dataset of Catalyst prediction with 721,799 reactions and 888 catalyst types from USPTO. Predict which catalyst facilitates the given reaction. (1) Reactant: [CH3:1][C:2]([O:4][C@H:5]1[C:14]2[C@@:15]3([CH3:30])[C@@H:26]([CH2:27][O:28][CH3:29])[O:25][C:23](=[O:24])[C:17]4=[CH:18][O:19][C:20]([C:21](=[O:22])[C:13]=2[C@@H:8]2[CH2:9][CH2:10][C@H:11]([OH:12])[C@@:7]2([CH3:31])[CH2:6]1)=[C:16]34)=[O:3].[OH2:32].C(N(CC)CC)C. Product: [C:2]([O:4][C@H:5]1[C:14]2[C@:15]3([CH3:30])[C:16](/[C:17](=[CH:18]/[OH:19])/[C:23](=[O:24])[O:25][C@@H:26]3[CH2:27][O:28][CH3:29])=[C:20]([OH:32])[C:21](=[O:22])[C:13]=2[C@H:8]2[C@@:7]([CH3:31])([C@@H:11]([OH:12])[CH2:10][CH2:9]2)[CH2:6]1)(=[O:3])[CH3:1]. The catalyst class is: 10. (2) Reactant: [CH2:1]([O:8][C:9]1[CH:14]=[CH:13][C:12]([N:15]=[C:16]=[O:17])=[CH:11][CH:10]=1)[C:2]1[CH:7]=[CH:6][CH:5]=[CH:4][CH:3]=1.[C:18]([O:22][C:23](=[O:28])[NH:24][CH2:25][CH2:26][NH2:27])([CH3:21])([CH3:20])[CH3:19]. Product: [CH2:1]([O:8][C:9]1[CH:14]=[CH:13][C:12]([NH:15][C:16](=[O:17])[NH:27][CH2:26][CH2:25][NH:24][C:23](=[O:28])[O:22][C:18]([CH3:20])([CH3:19])[CH3:21])=[CH:11][CH:10]=1)[C:2]1[CH:3]=[CH:4][CH:5]=[CH:6][CH:7]=1. The catalyst class is: 2. (3) Reactant: C(O[C:4]([C:6]1[C:7](=[O:24])[N:8]([CH2:19][CH2:20][CH:21]([CH3:23])[CH3:22])[N:9]=[C:10]([N:13]2[CH2:18][CH2:17][O:16][CH2:15][CH2:14]2)[C:11]=1[OH:12])=O)C.[NH2:25][C:26]1[CH:31]=[CH:30][C:29]([I:32])=[CH:28][C:27]=1[S:33]([NH2:36])(=[O:35])=[O:34]. Product: [OH:12][C:11]1[C:10]([N:13]2[CH2:14][CH2:15][O:16][CH2:17][CH2:18]2)=[N:9][N:8]([CH2:19][CH2:20][CH:21]([CH3:22])[CH3:23])[C:7](=[O:24])[C:6]=1[C:4]1[NH:36][S:33](=[O:35])(=[O:34])[C:27]2[CH:28]=[C:29]([I:32])[CH:30]=[CH:31][C:26]=2[N:25]=1. The catalyst class is: 17.